Dataset: NCI-60 drug combinations with 297,098 pairs across 59 cell lines. Task: Regression. Given two drug SMILES strings and cell line genomic features, predict the synergy score measuring deviation from expected non-interaction effect. (1) Drug 1: C1=CC=C(C(=C1)C(C2=CC=C(C=C2)Cl)C(Cl)Cl)Cl. Drug 2: C(CCl)NC(=O)N(CCCl)N=O. Cell line: HOP-92. Synergy scores: CSS=3.68, Synergy_ZIP=0.883, Synergy_Bliss=5.37, Synergy_Loewe=-3.02, Synergy_HSA=1.95. (2) Drug 1: C1CC(C1)(C(=O)O)C(=O)O.[NH2-].[NH2-].[Pt+2]. Drug 2: CC1=C(C(=CC=C1)Cl)NC(=O)C2=CN=C(S2)NC3=CC(=NC(=N3)C)N4CCN(CC4)CCO. Cell line: SW-620. Synergy scores: CSS=27.9, Synergy_ZIP=2.63, Synergy_Bliss=0.338, Synergy_Loewe=4.71, Synergy_HSA=3.33. (3) Drug 1: C1CCC(C1)C(CC#N)N2C=C(C=N2)C3=C4C=CNC4=NC=N3. Drug 2: C1=C(C(=O)NC(=O)N1)N(CCCl)CCCl. Cell line: MDA-MB-231. Synergy scores: CSS=23.7, Synergy_ZIP=-0.941, Synergy_Bliss=0.196, Synergy_Loewe=-0.235, Synergy_HSA=1.70.